This data is from Reaction yield outcomes from USPTO patents with 853,638 reactions. The task is: Predict the reaction yield, written as a fraction of the theoretical maximum amount of product (1.0 means a 100% yield; for example, 0.34 means a 34% yield). (1) The catalyst is N1C=CC=CC=1. The yield is 0.570. The reactants are [CH:1]1[C:6]([C:7]2[CH:13]=[C:12]([NH2:14])[C:10](=[O:11])[NH:9][CH:8]=2)=[CH:5][CH:4]=[N:3][CH:2]=1.[C:15]1([S:21](Cl)(=[O:23])=[O:22])[CH:20]=[CH:19][CH:18]=[CH:17][CH:16]=1. The product is [O:11]=[C:10]1[NH:9][CH:8]=[C:7]([C:6]2[CH:1]=[CH:2][N:3]=[CH:4][CH:5]=2)[CH:13]=[C:12]1[NH:14][S:21]([C:15]1[CH:20]=[CH:19][CH:18]=[CH:17][CH:16]=1)(=[O:23])=[O:22]. (2) The yield is 0.420. The catalyst is CCOC(C)=O.[Pd]. The reactants are [CH3:1][O:2][C:3](=[O:49])[CH2:4][CH2:5][C:6]1[CH:11]=[CH:10][C:9]([O:12][CH2:13][C@@H:14]([O:22][C:23]2[CH:28]=[CH:27][C:26]([C:29]([O:38]CC3C=CC(OC)=CC=3)([C:34]([F:37])([F:36])[F:35])[C:30]([F:33])([F:32])[F:31])=[CH:25][C:24]=2[CH3:48])[CH2:15][C:16]2[CH:21]=[CH:20][CH:19]=[CH:18][CH:17]=2)=[CH:8][CH:7]=1. The product is [CH3:1][O:2][C:3](=[O:49])[CH2:4][CH2:5][C:6]1[CH:7]=[CH:8][C:9]([O:12][CH2:13][C@@H:14]([O:22][C:23]2[CH:28]=[CH:27][C:26]([C:29]([OH:38])([C:30]([F:33])([F:32])[F:31])[C:34]([F:35])([F:36])[F:37])=[CH:25][C:24]=2[CH3:48])[CH2:15][C:16]2[CH:17]=[CH:18][CH:19]=[CH:20][CH:21]=2)=[CH:10][CH:11]=1.